This data is from Forward reaction prediction with 1.9M reactions from USPTO patents (1976-2016). The task is: Predict the product of the given reaction. (1) Given the reactants [CH:1]([OH:4])([CH3:3])C, predict the reaction product. The product is: [C:1]([O:4][CH3:1])(=[O:4])[C:3]([CH3:3])=[CH2:1].[C:1]([OH:4])(=[O:4])[CH:3]=[CH2:3].[C:1]([O:4][CH3:3])(=[O:4])[CH:3]=[CH2:1]. (2) Given the reactants [CH3:1][C:2]1[CH:10]=[CH:9][C:5]([C:6](Cl)=[O:7])=[CH:4][CH:3]=1.[CH2:11]([CH:13]([NH:18][NH:19][C:20](=[O:30])[C:21]1[CH:26]=[CH:25][CH:24]=[C:23]([O:27][CH3:28])[C:22]=1[CH3:29])[C:14]([CH3:17])([CH3:16])[CH3:15])[CH3:12].[C:31]([O-:34])([O-])=O.[K+].[K+].[C:37]([O-])(O)=[O:38].[Na+], predict the reaction product. The product is: [CH2:11]([CH:13]([N:18]([C:6](=[O:7])[C:5]1[CH:9]=[C:10]([O:38][CH3:37])[C:2]([CH3:1])=[C:3]([O:34][CH3:31])[CH:4]=1)[NH:19][C:20](=[O:30])[C:21]1[CH:26]=[CH:25][CH:24]=[C:23]([O:27][CH3:28])[C:22]=1[CH3:29])[C:14]([CH3:17])([CH3:15])[CH3:16])[CH3:12]. (3) Given the reactants [Cl:1][C:2]1[CH:7]=[CH:6][C:5](Br)=[C:4]([N+:9]([O-])=O)[CH:3]=1.[C:12]1([NH:18][C:19](=O)[CH3:20])[CH:17]=[CH:16][CH:15]=[CH:14][CH:13]=1, predict the reaction product. The product is: [Cl:1][C:2]1[CH:7]=[CH:6][C:5]2[N:18]([C:12]3[CH:17]=[CH:16][CH:15]=[CH:14][CH:13]=3)[C:19]([CH3:20])=[N:9][C:4]=2[CH:3]=1. (4) The product is: [F:23][C:17]1[CH:18]=[CH:19][CH:20]=[C:21]([F:22])[C:16]=1[O:15][C:13]1[CH:14]=[CH:9][N:10]=[C:11]([NH:7][C:4]2[S:5][CH:6]=[C:2]([CH3:1])[N:3]=2)[CH:12]=1. Given the reactants [CH3:1][C:2]1[N:3]=[C:4]([NH2:7])[S:5][CH:6]=1.Cl[C:9]1[CH:14]=[C:13]([O:15][C:16]2[C:21]([F:22])=[CH:20][CH:19]=[CH:18][C:17]=2[F:23])[CH:12]=[CH:11][N:10]=1.P([O-])([O-])([O-])=O.[K+].[K+].[K+].C1(P(C2C=CC=CC=2)C2C3OC4C(=CC=CC=4P(C4C=CC=CC=4)C4C=CC=CC=4)C(C)(C)C=3C=CC=2)C=CC=CC=1, predict the reaction product.